From a dataset of Catalyst prediction with 721,799 reactions and 888 catalyst types from USPTO. Predict which catalyst facilitates the given reaction. (1) Reactant: Br[C:2]1[CH:3]=[C:4]2[C:10]([C:11]3[CH:16]=[CH:15][CH:14]=[CH:13][C:12]=3[O:17][CH3:18])=[CH:9][N:8]([CH2:19][O:20][CH2:21][CH2:22][Si:23]([CH3:26])([CH3:25])[CH3:24])[C:5]2=[N:6][CH:7]=1.N1CCC[C@H:28]1C(O)=O.C(=O)([O-])[O-].[K+].[K+].[CH3:41][N:42]([CH3:50])[C:43]([CH:45]1[CH2:49][CH2:48][NH:47][CH2:46]1)=[O:44]. Product: [CH3:50][N:42]([CH3:41])[C:43]([CH:45]1[CH2:49][CH2:28][CH2:48][N:47]([C:2]2[CH:3]=[C:4]3[C:10]([C:11]4[CH:16]=[CH:15][CH:14]=[CH:13][C:12]=4[O:17][CH3:18])=[CH:9][N:8]([CH2:19][O:20][CH2:21][CH2:22][Si:23]([CH3:26])([CH3:25])[CH3:24])[C:5]3=[N:6][CH:7]=2)[CH2:46]1)=[O:44]. The catalyst class is: 205. (2) The catalyst class is: 4. Product: [C:1]([NH2:5])(=[O:4])[C:2]#[CH:3].[NH2:6][C:7]1[N:11]([C:12]2[C:13]([Cl:23])=[CH:14][C:15]([C:19]([F:20])([F:21])[F:22])=[CH:16][C:17]=2[Cl:18])[N:10]=[C:9]([C:24]([OH:26])=[O:25])[C:8]=1[S:27]([C:28]([F:31])([F:30])[F:29])=[O:40]. Reactant: [C:1]([NH2:5])(=[O:4])[C:2]#[CH:3].[NH2:6][C:7]1[N:11]([C:12]2[C:17]([Cl:18])=[CH:16][C:15]([C:19]([F:22])([F:21])[F:20])=[CH:14][C:13]=2[Cl:23])[N:10]=[C:9]([C:24]([OH:26])=[O:25])[C:8]=1[S:27][C:28]([F:31])([F:30])[F:29].ClC1C=CC=C(C(OO)=[O:40])C=1.S([O-])([O-])=O.[Na+].[Na+].C(=O)([O-])O.[Na+]. (3) Product: [CH2:1]([N:3]1[C:7]2=[N:8][C:9]([CH2:32][CH3:33])=[C:10]([CH2:19][NH:20][C:21]([C:23]3[CH:24]=[CH:25][CH:26]=[C:89]([C:87]([NH:34][CH2:35][C:36]4[CH:41]=[CH:40][N:39]=[C:38]([C:42]5[CH:47]=[CH:46][CH:45]=[C:44]([CH2:48][N:49]6[CH2:54][CH2:53][NH:52][C@@H:51]([CH3:62])[CH2:50]6)[CH:43]=5)[CH:37]=4)=[O:93])[N:28]=3)=[O:22])[C:11]([NH:12][CH:13]3[CH2:18][CH2:17][O:16][CH2:15][CH2:14]3)=[C:6]2[CH:5]=[N:4]1)[CH3:2]. The catalyst class is: 4. Reactant: [CH2:1]([N:3]1[C:7]2=[N:8][C:9]([CH2:32][CH3:33])=[C:10]([CH2:19][NH:20][C:21]([C:23]3[N:28]=C(C(O)=O)[CH:26]=[CH:25][CH:24]=3)=[O:22])[C:11]([NH:12][CH:13]3[CH2:18][CH2:17][O:16][CH2:15][CH2:14]3)=[C:6]2[CH:5]=[N:4]1)[CH3:2].[NH2:34][CH2:35][C:36]1[CH:41]=[CH:40][N:39]=[C:38]([C:42]2[CH:43]=[C:44]([CH2:48][N:49]3[CH2:54][CH2:53][N:52](C(OC(C)(C)C)=O)[C@@H:51]([CH3:62])[CH2:50]3)[CH:45]=[CH:46][CH:47]=2)[CH:37]=1.CN(C(ON1N=NC2C=CC=CC1=2)=[N+](C)C)C.F[P-](F)(F)(F)(F)F.[C:87]([OH:93])([C:89](F)(F)F)=O. (4) Reactant: [N+:1]([C:4]1[CH:5]=[C:6]([CH:8]=[C:9]([N+:11]([O-:13])=[O:12])[CH:10]=1)[NH2:7])([O-:3])=[O:2].CO[CH:16]1[CH2:20][CH2:19][CH:18](OC)O1. Product: [N+:1]([C:4]1[CH:5]=[C:6]([N:7]2[CH:16]=[CH:20][CH:19]=[CH:18]2)[CH:8]=[C:9]([N+:11]([O-:13])=[O:12])[CH:10]=1)([O-:3])=[O:2]. The catalyst class is: 15.